Dataset: Full USPTO retrosynthesis dataset with 1.9M reactions from patents (1976-2016). Task: Predict the reactants needed to synthesize the given product. (1) Given the product [CH3:35][O:36][C:37]1[CH:38]=[C:39]2[C:40](=[CH:41][CH:42]=1)[NH:43][C:22]([C:24]1[CH:29]=[CH:28][C:27]([N+:30]([O-:32])=[O:31])=[CH:26][CH:25]=1)=[C:21]2[CH2:20][CH2:19][CH2:18][N:15]1[CH2:16][CH2:17][CH:12]([C:8]2[CH:7]=[C:6]([NH:5][C:3](=[O:4])[CH:2]([CH3:1])[CH3:33])[CH:11]=[CH:10][CH:9]=2)[CH2:13][CH2:14]1, predict the reactants needed to synthesize it. The reactants are: [CH3:1][CH:2]([CH3:33])[C:3]([NH:5][C:6]1[CH:11]=[CH:10][CH:9]=[C:8]([CH:12]2[CH2:17][CH2:16][N:15]([CH2:18][CH2:19][CH2:20][CH2:21][C:22]([C:24]3[CH:29]=[CH:28][C:27]([N+:30]([O-:32])=[O:31])=[CH:26][CH:25]=3)=O)[CH2:14][CH2:13]2)[CH:7]=1)=[O:4].Cl.[CH3:35][O:36][C:37]1[CH:42]=[CH:41][C:40]([NH:43]N)=[CH:39][CH:38]=1. (2) The reactants are: CN(C=O)C.[Cl:6][C:7]1[C:12]([OH:13])=[CH:11][C:10]([F:14])=[CH:9][N:8]=1.[OH-].[Na+].[CH3:17][O:18][CH2:19]Cl. Given the product [Cl:6][C:7]1[C:12]([O:13][CH2:17][O:18][CH3:19])=[CH:11][C:10]([F:14])=[CH:9][N:8]=1, predict the reactants needed to synthesize it.